Task: Predict the reactants needed to synthesize the given product.. Dataset: Full USPTO retrosynthesis dataset with 1.9M reactions from patents (1976-2016) (1) Given the product [C:1]([C:5]1[O:9][N:8]=[C:7]([N:10]2[C:11](=[O:18])[C:12]([Cl:17])=[C:13]([NH:8][CH2:7][C:6]#[CH:5])[CH:14]2[OH:15])[CH:6]=1)([CH3:2])([CH3:3])[CH3:4], predict the reactants needed to synthesize it. The reactants are: [C:1]([C:5]1[O:9][N:8]=[C:7]([N:10]2[C:14](=[O:15])[C:13](Cl)=[C:12]([Cl:17])[CH:11]2[OH:18])[CH:6]=1)([CH3:4])([CH3:3])[CH3:2]. (2) Given the product [Br:12][C:13]1[CH:14]=[CH:15][C:16]([Cl:21])=[C:17]([CH2:18][C:9]2[S:8][C:7]3[CH:11]=[C:3]([O:2][CH3:1])[CH:4]=[CH:5][C:6]=3[CH:10]=2)[CH:20]=1, predict the reactants needed to synthesize it. The reactants are: [CH3:1][O:2][C:3]1[CH:4]=[CH:5][C:6]2[CH:10]=[CH:9][S:8][C:7]=2[CH:11]=1.[Br:12][C:13]1[CH:14]=[CH:15][C:16]([Cl:21])=[C:17]([CH:20]=1)[CH:18]=O.